From a dataset of Peptide-MHC class II binding affinity with 134,281 pairs from IEDB. Regression. Given a peptide amino acid sequence and an MHC pseudo amino acid sequence, predict their binding affinity value. This is MHC class II binding data. (1) The peptide sequence is GVDNFCVKVLAPYMP. The MHC is HLA-DQA10102-DQB10501 with pseudo-sequence HLA-DQA10102-DQB10501. The binding affinity (normalized) is 0.549. (2) The peptide sequence is CVYNMMGKREKKLSE. The MHC is DRB1_1101 with pseudo-sequence DRB1_1101. The binding affinity (normalized) is 0.851.